This data is from Forward reaction prediction with 1.9M reactions from USPTO patents (1976-2016). The task is: Predict the product of the given reaction. (1) Given the reactants [NH2:1][C@@H:2]([CH2:6][CH2:7][C:8]([O:10][CH3:11])=[O:9])[C:3]([OH:5])=[O:4].C(=O)([O-])[O-].[Na+].[Na+].[F:18][C:19]1[CH:27]=[CH:26][C:22]([C:23](Cl)=[O:24])=[CH:21][CH:20]=1, predict the reaction product. The product is: [F:18][C:19]1[CH:27]=[CH:26][C:22]([C:23]([NH:1][C@@H:2]([CH2:6][CH2:7][C:8]([O:10][CH3:11])=[O:9])[C:3]([OH:5])=[O:4])=[O:24])=[CH:21][CH:20]=1. (2) Given the reactants [NH2:1][C:2]1[CH:10]=[C:9]([Cl:11])[CH:8]=[CH:7][C:3]=1[C:4]([NH2:6])=O.[CH:12]1([C:18](Cl)=O)[CH2:17][CH2:16][CH2:15][CH2:14][CH2:13]1.[CH3:21][N:22]1[CH2:27][CH2:26][NH:25][CH2:24][CH2:23]1, predict the reaction product. The product is: [Cl:11][C:9]1[CH:10]=[C:2]2[C:3]([C:4]([N:25]3[CH2:26][CH2:27][N:22]([CH3:21])[CH2:23][CH2:24]3)=[N:6][C:18]([CH:12]3[CH2:17][CH2:16][CH2:15][CH2:14][CH2:13]3)=[N:1]2)=[CH:7][CH:8]=1. (3) Given the reactants [N:1]1[C:9]([NH2:10])=[C:8]2[C:4]([N:5]=[CH:6][NH:7]2)=[N:3][CH:2]=1.[CH3:11][O:12][C:13]([CH:15]([P:26]([O:30][CH3:31])([O:28][CH3:29])=[O:27])[O:16][C@H:17]1[CH2:21][C@@H:20](OC(=O)C)[CH:19]=[CH:18]1)=[O:14].C(=O)([O-])[O-].[Cs+].[Cs+].C1(P(C2C=CC=CC=2)CCCCP(C2C=CC=CC=2)C2C=CC=CC=2)C=CC=CC=1, predict the reaction product. The product is: [CH3:11][O:12][C:13]([CH:15]([P:26]([O:30][CH3:31])([O:28][CH3:29])=[O:27])[O:16][C@@H:17]1[CH2:21][C@H:20]([N:5]2[CH:6]=[N:7][C:8]3[C:4]2=[N:3][CH:2]=[N:1][C:9]=3[NH2:10])[CH:19]=[CH:18]1)=[O:14]. (4) Given the reactants [NH2:1][CH2:2][C:3]1[C:4]([NH2:10])=[N:5][C:6]([CH3:9])=[N:7][CH:8]=1.[C:11]1(=[O:17])[O:16][C:14](=[O:15])[CH2:13][CH2:12]1, predict the reaction product. The product is: [NH2:10][C:4]1[C:3]([CH2:2][NH:1][C:11](=[O:17])[CH2:12][CH2:13][C:14]([OH:16])=[O:15])=[CH:8][N:7]=[C:6]([CH3:9])[N:5]=1.